Dataset: NCI-60 drug combinations with 297,098 pairs across 59 cell lines. Task: Regression. Given two drug SMILES strings and cell line genomic features, predict the synergy score measuring deviation from expected non-interaction effect. Drug 1: CCC(=C(C1=CC=CC=C1)C2=CC=C(C=C2)OCCN(C)C)C3=CC=CC=C3.C(C(=O)O)C(CC(=O)O)(C(=O)O)O. Drug 2: C1=NC2=C(N=C(N=C2N1C3C(C(C(O3)CO)O)F)Cl)N. Cell line: K-562. Synergy scores: CSS=19.0, Synergy_ZIP=-7.92, Synergy_Bliss=-1.31, Synergy_Loewe=-11.2, Synergy_HSA=-0.0566.